This data is from Forward reaction prediction with 1.9M reactions from USPTO patents (1976-2016). The task is: Predict the product of the given reaction. (1) Given the reactants [CH3:1][O:2][C:3]1[CH:4]=[C:5]([CH:9]=[CH:10][C:11]=1[C:12]1[O:16][CH:15]=[N:14][CH:13]=1)[C:6]([OH:8])=O.[C:17]([O:21][C:22]([N:24]1[CH2:29][CH2:28][CH:27]([NH:30][CH:31]2[CH2:33][CH2:32]2)[CH2:26][CH2:25]1)=[O:23])([CH3:20])([CH3:19])[CH3:18], predict the reaction product. The product is: [C:17]([O:21][C:22]([N:24]1[CH2:29][CH2:28][CH:27]([N:30]([CH:31]2[CH2:32][CH2:33]2)[C:6](=[O:8])[C:5]2[CH:9]=[CH:10][C:11]([C:12]3[O:16][CH:15]=[N:14][CH:13]=3)=[C:3]([O:2][CH3:1])[CH:4]=2)[CH2:26][CH2:25]1)=[O:23])([CH3:20])([CH3:18])[CH3:19]. (2) Given the reactants [Br:1][C:2]1[CH:7]=[CH:6][C:5]([C:8](=[N:22][O:23][CH2:24][CH3:25])[CH:9]2[CH2:14][CH2:13][N:12]([C:15]3([CH3:21])[CH2:20][CH2:19][NH:18][CH2:17][CH2:16]3)[CH2:11][CH2:10]2)=[CH:4][CH:3]=1.[N:26]1[C:35]2[C:30](=[CH:31][CH:32]=[CH:33][N:34]=2)[CH:29]=[CH:28][C:27]=1[C:36](O)=[O:37].CCN(CC)CC.CN(C(ON1N=NC2C=CC=NC1=2)=[N+](C)C)C.F[P-](F)(F)(F)(F)F, predict the reaction product. The product is: [Br:1][C:2]1[CH:7]=[CH:6][C:5]([C:8](=[N:22][O:23][CH2:24][CH3:25])[CH:9]2[CH2:10][CH2:11][N:12]([C:15]3([CH3:21])[CH2:20][CH2:19][N:18]([C:36]([C:27]4[CH:28]=[CH:29][C:30]5[C:35](=[N:34][CH:33]=[CH:32][CH:31]=5)[N:26]=4)=[O:37])[CH2:17][CH2:16]3)[CH2:13][CH2:14]2)=[CH:4][CH:3]=1. (3) Given the reactants [C:1]([O:5][C:6]([N:8]1[CH2:13][CH2:12][CH:11]([C@@H:14]([NH2:16])[CH3:15])[CH2:10][CH2:9]1)=[O:7])([CH3:4])([CH3:3])[CH3:2].[Cl:17][C:18]1[CH:23]=[C:22]([N+:24]([O-:26])=[O:25])[C:21]([O:27][CH3:28])=[CH:20][C:19]=1[CH:29]=[CH2:30].C1(C=CC(O)=CC=1)O, predict the reaction product. The product is: [Cl:17][C:18]1[CH:23]=[C:22]([N+:24]([O-:26])=[O:25])[C:21]([O:27][CH3:28])=[CH:20][C:19]=1[CH2:29][CH2:30][NH:16][C@H:14]([CH:11]1[CH2:12][CH2:13][N:8]([C:6]([O:5][C:1]([CH3:4])([CH3:3])[CH3:2])=[O:7])[CH2:9][CH2:10]1)[CH3:15]. (4) Given the reactants C([O:8][C:9]1[CH:10]=[C:11]2[C:15](=[CH:16][C:17]=1[C:18]1[CH:19]=[CH:20][C:21]([NH:24][C:25](=[O:31])[O:26][C:27]([CH3:30])([CH3:29])[CH3:28])=[N:22][CH:23]=1)[N:14]([CH:32]1[CH2:37][CH2:36][CH2:35][CH2:34][O:33]1)[N:13]=[CH:12]2)C1C=CC=CC=1, predict the reaction product. The product is: [OH:8][C:9]1[CH:10]=[C:11]2[C:15](=[CH:16][C:17]=1[C:18]1[CH:19]=[CH:20][C:21]([NH:24][C:25](=[O:31])[O:26][C:27]([CH3:28])([CH3:29])[CH3:30])=[N:22][CH:23]=1)[N:14]([CH:32]1[CH2:37][CH2:36][CH2:35][CH2:34][O:33]1)[N:13]=[CH:12]2. (5) Given the reactants [NH:1]1[CH:5]=[CH:4][N:3]=[N:2]1.[C:6](Cl)([O:8][CH2:9][C:10]1[CH:15]=[CH:14][CH:13]=[CH:12][CH:11]=1)=[O:7].[CH3:17]CN(C(C)C)C(C)C.CCOCC, predict the reaction product. The product is: [CH2:9]([O:8][C:6](=[O:7])[CH2:17][N:1]1[CH:5]=[CH:4][N:3]=[N:2]1)[C:10]1[CH:15]=[CH:14][CH:13]=[CH:12][CH:11]=1. (6) Given the reactants C(N(CC)CC)C.C1(P(C2C=CC=CC=2)C2C=CC=CC=2)C=CC=CC=1.[CH3:27][O:28][C:29]([C@@H:31]1[CH2:35][C@@H:34]([OH:36])[CH2:33][N:32]1[S:37]([C:40]1[CH:49]=[CH:48][C:47]2[C:42](=[CH:43][CH:44]=[CH:45][CH:46]=2)[CH:41]=1)(=[O:39])=[O:38])=[O:30].N(C(OC(C)C)=O)=NC(OC(C)C)=O, predict the reaction product. The product is: [CH3:27][O:28][C:29]([C@@H:31]1[CH2:35][C@H:34]([O:36][S:37]([CH3:40])(=[O:39])=[O:38])[CH2:33][N:32]1[S:37]([C:40]1[CH:49]=[CH:48][C:47]2[C:42](=[CH:43][CH:44]=[CH:45][CH:46]=2)[CH:41]=1)(=[O:39])=[O:38])=[O:30].